The task is: Predict the reaction yield, written as a fraction of the theoretical maximum amount of product (1.0 means a 100% yield; for example, 0.34 means a 34% yield).. This data is from Reaction yield outcomes from USPTO patents with 853,638 reactions. The product is [F:32][C:24]1[CH:25]=[C:26]([N+:29]([O-:31])=[O:30])[CH:27]=[CH:28][C:23]=1[O:22][C:19]1[CH:18]=[CH:17][N:16]=[C:15]2[CH:14]=[C:13]([C:10]3[CH:9]=[CH:8][C:7]([CH:2]=[O:1])=[CH:12][N:11]=3)[S:21][C:20]=12. The reactants are [O:1]1CCCO[CH:2]1[C:7]1[CH:8]=[CH:9][C:10]([C:13]2[S:21][C:20]3[C:15](=[N:16][CH:17]=[CH:18][C:19]=3[O:22][C:23]3[CH:28]=[CH:27][C:26]([N+:29]([O-:31])=[O:30])=[CH:25][C:24]=3[F:32])[CH:14]=2)=[N:11][CH:12]=1. The catalyst is C(O)(=O)C.O. The yield is 0.760.